From a dataset of NCI-60 drug combinations with 297,098 pairs across 59 cell lines. Regression. Given two drug SMILES strings and cell line genomic features, predict the synergy score measuring deviation from expected non-interaction effect. (1) Drug 1: CC(C1=C(C=CC(=C1Cl)F)Cl)OC2=C(N=CC(=C2)C3=CN(N=C3)C4CCNCC4)N. Drug 2: C1CC(C1)(C(=O)O)C(=O)O.[NH2-].[NH2-].[Pt+2]. Cell line: EKVX. Synergy scores: CSS=8.32, Synergy_ZIP=-1.92, Synergy_Bliss=2.16, Synergy_Loewe=-0.289, Synergy_HSA=2.24. (2) Drug 1: CCCCC(=O)OCC(=O)C1(CC(C2=C(C1)C(=C3C(=C2O)C(=O)C4=C(C3=O)C=CC=C4OC)O)OC5CC(C(C(O5)C)O)NC(=O)C(F)(F)F)O. Drug 2: C1C(C(OC1N2C=NC(=NC2=O)N)CO)O. Cell line: OVCAR-5. Synergy scores: CSS=19.0, Synergy_ZIP=-11.5, Synergy_Bliss=-6.83, Synergy_Loewe=-8.25, Synergy_HSA=-7.61. (3) Drug 1: CC1=C(C=C(C=C1)C(=O)NC2=CC(=CC(=C2)C(F)(F)F)N3C=C(N=C3)C)NC4=NC=CC(=N4)C5=CN=CC=C5. Drug 2: C1=NC2=C(N=C(N=C2N1C3C(C(C(O3)CO)O)F)Cl)N. Cell line: SK-OV-3. Synergy scores: CSS=-0.0980, Synergy_ZIP=-0.472, Synergy_Bliss=0.0404, Synergy_Loewe=-26.5, Synergy_HSA=-11.2. (4) Drug 1: C1=CC=C(C(=C1)C(C2=CC=C(C=C2)Cl)C(Cl)Cl)Cl. Drug 2: B(C(CC(C)C)NC(=O)C(CC1=CC=CC=C1)NC(=O)C2=NC=CN=C2)(O)O. Cell line: A498. Synergy scores: CSS=21.9, Synergy_ZIP=5.26, Synergy_Bliss=2.69, Synergy_Loewe=-48.4, Synergy_HSA=2.82. (5) Drug 1: CC12CCC(CC1=CCC3C2CCC4(C3CC=C4C5=CN=CC=C5)C)O. Drug 2: C1CCC(C1)C(CC#N)N2C=C(C=N2)C3=C4C=CNC4=NC=N3. Cell line: HOP-62. Synergy scores: CSS=2.23, Synergy_ZIP=-0.385, Synergy_Bliss=-0.245, Synergy_Loewe=-3.07, Synergy_HSA=-3.13. (6) Drug 2: C1=CC=C(C(=C1)C(C2=CC=C(C=C2)Cl)C(Cl)Cl)Cl. Cell line: DU-145. Drug 1: C1=NC2=C(N1)C(=S)N=C(N2)N. Synergy scores: CSS=30.7, Synergy_ZIP=-0.228, Synergy_Bliss=-1.62, Synergy_Loewe=-20.0, Synergy_HSA=-1.30.